From a dataset of KCNQ2 potassium channel screen with 302,405 compounds. Binary Classification. Given a drug SMILES string, predict its activity (active/inactive) in a high-throughput screening assay against a specified biological target. (1) The drug is Brc1ccc(Sc2nc(c([N+]([O-])=O)c(c2C#N)C)C)cc1. The result is 0 (inactive). (2) The molecule is Brc1cc(C(=S)N2CCOCC2)c(OC(=O)c2ccccc2)cc1. The result is 0 (inactive). (3) The molecule is S=C1N(C2CCCCC2)C(=O)C(N1)CCCC. The result is 0 (inactive). (4) The molecule is S(c1n(c(nn1)c1ccc(F)cc1)CC=C)Cn1nnc2c(c1=O)cccc2. The result is 0 (inactive). (5) The molecule is S(=O)(=O)(N1CC(OC(C1)C)C)c1cc2N(CCc2cc1)C(=O)C. The result is 0 (inactive). (6) The compound is S(=O)(=O)(N1CCC(CC1)C)c1ccc(cc1)c1oc(SCC(=O)C)nn1. The result is 0 (inactive). (7) The compound is S(=O)(=O)(N1CCCc2c1cccc2)c1c(OC)c(OC)cc(c1)/C=C\C(O)=O. The result is 0 (inactive). (8) The drug is S1(=O)(=O)N(C(C)C(=O)Nc2sc([N+]([O-])=O)cn2)C(=O)c2c1cccc2. The result is 0 (inactive). (9) The compound is Clc1cc(c2nc(sc2)N2C(CCC2)c2n(c3c(n2)cc(cc3)C(=O)NCCCO)Cc2ccc(cc2)C)cc(Cl)c1N. The result is 0 (inactive).